Dataset: Reaction yield outcomes from USPTO patents with 853,638 reactions. Task: Predict the reaction yield, written as a fraction of the theoretical maximum amount of product (1.0 means a 100% yield; for example, 0.34 means a 34% yield). (1) The reactants are [OH-].[K+].[OH:3][C:4]1[CH:9]=[CH:8][C:7]([C:10](=[O:12])[CH3:11])=[CH:6][CH:5]=1.O=[CH:14][C:15]1[CH:23]=[CH:22][C:20]([OH:21])=[C:17]([O:18][CH3:19])[CH:16]=1. The catalyst is C(OCCOCCOCC)C. The product is [OH:21][C:20]1[CH:22]=[CH:23][C:15]([CH:14]=[CH:11][C:10]([C:7]2[CH:8]=[CH:9][C:4]([OH:3])=[CH:5][CH:6]=2)=[O:12])=[CH:16][C:17]=1[O:18][CH3:19]. The yield is 0.930. (2) The reactants are [F:1][C:2]([F:12])([F:11])[C:3]([C:5]1[CH:10]=[CH:9][CH:8]=[CH:7][CH:6]=1)=[O:4].Cl.[C:14]([O:17][CH2:18][CH3:19])(=[O:16])[CH3:15]. The catalyst is O1CCCC1. The product is [F:1][C:2]([F:11])([F:12])[C:3]([OH:4])([C:5]1[CH:10]=[CH:9][CH:8]=[CH:7][CH:6]=1)[CH2:15][C:14]([O:17][CH2:18][CH3:19])=[O:16]. The yield is 0.970. (3) The reactants are [NH2:1][C:2]1[N:7]=[CH:6][N:5]=[C:4]2[N:8]([CH:12]([C:14]3[C:15]([O:34][CH3:35])=[C:16]([CH:23]4[CH2:26][N:25](C(OC(C)(C)C)=O)[CH2:24]4)[C:17]([C:21]#[N:22])=[C:18]([Cl:20])[CH:19]=3)[CH3:13])[N:9]=[C:10]([CH3:11])[C:3]=12.FC(F)(F)C(O)=O. The catalyst is C(Cl)Cl.CO.C(=O)(O)[O-].[Na+].[Cl-].[Na+].O. The product is [NH2:1][C:2]1[N:7]=[CH:6][N:5]=[C:4]2[N:8]([CH:12]([C:14]3[CH:19]=[C:18]([Cl:20])[C:17]([C:21]#[N:22])=[C:16]([CH:23]4[CH2:24][NH:25][CH2:26]4)[C:15]=3[O:34][CH3:35])[CH3:13])[N:9]=[C:10]([CH3:11])[C:3]=12. The yield is 0.970. (4) The reactants are [SH:1][C:2]1[S:3][C:4]2[CH:10]=[C:9]([OH:11])[CH:8]=[CH:7][C:5]=2[N:6]=1.[CH2:12](N(CC)CC)C.IC. The catalyst is C(Cl)Cl. The product is [CH3:12][S:1][C:2]1[S:3][C:4]2[CH:10]=[C:9]([OH:11])[CH:8]=[CH:7][C:5]=2[N:6]=1. The yield is 0.920. (5) The reactants are [H-].[Na+].[F:3][C:4]1([F:29])[CH2:9][CH2:8][N:7]([C:10]([C:12]2[CH:16]=[C:15]([C:17]3[CH:21]=[CH:20][NH:19][CH:18]=3)[N:14]([C:22]3[CH:23]=[N:24][C:25]([CH3:28])=[CH:26][CH:27]=3)[N:13]=2)=[O:11])[CH2:6][CH2:5]1.[CH2:30](I)[CH:31]=[CH2:32].O. The catalyst is CN(C)C=O.C(OCC)(=O)C. The product is [CH2:32]([N:19]1[CH:20]=[CH:21][C:17]([C:15]2[N:14]([C:22]3[CH:23]=[N:24][C:25]([CH3:28])=[CH:26][CH:27]=3)[N:13]=[C:12]([C:10]([N:7]3[CH2:6][CH2:5][C:4]([F:3])([F:29])[CH2:9][CH2:8]3)=[O:11])[CH:16]=2)=[CH:18]1)[CH:31]=[CH2:30]. The yield is 0.820. (6) The catalyst is ClCCl.CCC[N+](CCC)(CCC)CCC.[O-][Ru](=O)(=O)=O. The reactants are [CH3:1][C:2]1([CH3:28])[C@@H:24]([OH:25])[CH2:23][CH2:22][C@@:21]2([CH3:26])[C@H:3]1[CH2:4][CH2:5][C:6]1[C:7]3[C@:17]([CH3:27])([CH2:18][CH2:19][C:20]=12)[C@@H:10]([C@H:11]([CH3:16])[CH2:12][CH2:13][CH2:14][OH:15])[CH2:9][CH:8]=3.C[N+]1([O-])CCOCC1.CCOCC. The product is [O:25]=[C:24]1[CH2:23][CH2:22][C@@:21]2([CH3:26])[C@@H:3]([CH2:4][CH2:5][C:6]3[C:7]4[C@:17]([CH3:27])([CH2:18][CH2:19][C:20]=32)[C@@H:10]([C@H:11]([CH3:16])[CH2:12][CH2:13][CH:14]=[O:15])[CH2:9][CH:8]=4)[C:2]1([CH3:1])[CH3:28]. The yield is 0.700. (7) The reactants are [C:1]([O:5][C:6](=[O:15])[NH:7][C@H:8]1[C@H:13]([NH2:14])[CH2:12][CH2:11][O:10][CH2:9]1)([CH3:4])([CH3:3])[CH3:2].C(=O)([O-])[O-].[K+].[K+].Br[CH2:23][CH2:24][CH2:25][CH2:26]Br. The catalyst is C(#N)C. The product is [C:1]([O:5][C:6](=[O:15])[NH:7][C@H:8]1[C@H:13]([N:14]2[CH2:26][CH2:25][CH2:24][CH2:23]2)[CH2:12][CH2:11][O:10][CH2:9]1)([CH3:4])([CH3:2])[CH3:3]. The yield is 0.840. (8) The reactants are [CH3:1][C:2]1([CH3:30])[CH2:29][N:6]2[C:7]3[CH:8]=[CH:9][C:10]([NH:19][S:20]([C:23]4[CH:28]=[CH:27][CH:26]=[CH:25][CH:24]=4)(=[O:22])=[O:21])=[CH:11][C:12]=3[C:13]3(OCCC[O:14]3)[C:5]2=[N:4][CH2:3]1.CS(O)(=O)=O.[Na+].[Cl-]. The catalyst is C(Cl)Cl.[Cl-].[Na+].O. The product is [CH3:1][C:2]1([CH3:30])[CH2:29][N:6]2[C:7]3[CH:8]=[CH:9][C:10]([NH:19][S:20]([C:23]4[CH:24]=[CH:25][CH:26]=[CH:27][CH:28]=4)(=[O:21])=[O:22])=[CH:11][C:12]=3[C:13](=[O:14])[C:5]2=[N:4][CH2:3]1. The yield is 0.580.